From a dataset of Catalyst prediction with 721,799 reactions and 888 catalyst types from USPTO. Predict which catalyst facilitates the given reaction. (1) Reactant: Br[C:2]1[CH:3]=[N:4][N:5]([C:7]2[CH:12]=[CH:11][CH:10]=[CH:9][N:8]=2)[CH:6]=1.[Cl:13][C:14]1[CH:15]=[C:16](B(O)O)[CH:17]=[CH:18][CH:19]=1.C(=O)([O-])[O-].[K+].[K+]. Product: [Cl:13][C:14]1[CH:19]=[C:18]([C:2]2[CH:3]=[N:4][N:5]([C:7]3[CH:12]=[CH:11][CH:10]=[CH:9][N:8]=3)[CH:6]=2)[CH:17]=[CH:16][CH:15]=1. The catalyst class is: 108. (2) Reactant: C(Cl)(=O)C(Cl)=O.CS(C)=O.[O:11]1[CH2:16][CH2:15][CH2:14][CH2:13][CH:12]1[N:17]1[C:21]2[CH:22]=[CH:23][C:24]([CH2:26][OH:27])=[CH:25][C:20]=2[N:19]=[CH:18]1.CCN(C(C)C)C(C)C. Product: [O:11]1[CH2:16][CH2:15][CH2:14][CH2:13][CH:12]1[N:17]1[C:21]2[CH:22]=[CH:23][C:24]([CH:26]=[O:27])=[CH:25][C:20]=2[N:19]=[CH:18]1. The catalyst class is: 2. (3) Reactant: [C:1]1([NH:7][C:8]2[CH:17]=[CH:16][CH:15]=[CH:14][C:9]=2C(OC)=O)[CH:6]=[CH:5][CH:4]=[CH:3][CH:2]=1.[CH3:18][Li].C(OC[O:24][CH2:25][CH3:26])C. Product: [C:8]1([NH:7][C:1]2[CH:2]=[CH:3][CH:4]=[CH:5][C:6]=2[C:25]([OH:24])([CH3:26])[CH3:18])[CH:9]=[CH:14][CH:15]=[CH:16][CH:17]=1. The catalyst class is: 1. (4) Reactant: [OH:1][C:2]1[CH:7]=[C:6]([CH3:8])[C:5]([C:9]2[CH:14]=[CH:13][CH:12]=[C:11]([CH2:15][O:16][C:17]3[CH:24]=[CH:23][C:20]([CH:21]=[O:22])=[CH:19][CH:18]=3)[CH:10]=2)=[C:4]([CH3:25])[CH:3]=1.[C:26]([O:29][CH2:30][CH2:31]Br)(=[O:28])[CH3:27].C(=O)([O-])[O-].[Cs+].[Cs+]. Product: [C:26]([O:29][CH2:30][CH2:31][O:1][C:2]1[CH:3]=[C:4]([CH3:25])[C:5]([C:9]2[CH:14]=[CH:13][CH:12]=[C:11]([CH2:15][O:16][C:17]3[CH:18]=[CH:19][C:20]([CH:21]=[O:22])=[CH:23][CH:24]=3)[CH:10]=2)=[C:6]([CH3:8])[CH:7]=1)(=[O:28])[CH3:27]. The catalyst class is: 3. (5) Reactant: [OH:1][C:2]([C:4]([F:7])([F:6])[F:5])=[O:3].[F:8][CH:9]([F:37])[CH2:10][NH:11][C:12]1[N:13]=[C:14]2[CH2:36][CH2:35][NH:34][CH2:33][C:15]2=[N:16][C:17]=1[N:18]1[CH2:23][CH2:22][CH:21]([O:24][C:25]2[CH:30]=[CH:29][C:28]([F:31])=[CH:27][C:26]=2[F:32])[CH2:20][CH2:19]1.CN(C(ON1N=NC2C=CC=NC1=2)=[N+](C)C)C.F[P-](F)(F)(F)(F)F.CCN(C(C)C)C(C)C.[CH3:71][O:72][C@@H:73]([CH3:77])[C:74](O)=[O:75]. Product: [F:37][CH:9]([F:8])[CH2:10][NH:11][C:12]1[N:13]=[C:14]2[CH2:36][CH2:35][N:34]([C:74](=[O:75])[C@@H:73]([O:72][CH3:71])[CH3:77])[CH2:33][C:15]2=[N:16][C:17]=1[N:18]1[CH2:19][CH2:20][CH:21]([O:24][C:25]2[CH:30]=[CH:29][C:28]([F:31])=[CH:27][C:26]=2[F:32])[CH2:22][CH2:23]1.[C:2]([OH:3])([C:4]([F:7])([F:6])[F:5])=[O:1]. The catalyst class is: 3. (6) The catalyst class is: 21. Product: [F:12][C:13]1[CH:18]=[C:17]([F:19])[C:16]([F:20])=[CH:15][C:14]=1[C:21]1[CH:22]=[CH:23][C:24]([O:27][CH2:2][C:3]2[CH:8]=[CH:7][CH:6]=[C:5]([N+:9]([O-:11])=[O:10])[CH:4]=2)=[CH:25][CH:26]=1. Reactant: Br[CH2:2][C:3]1[CH:8]=[CH:7][CH:6]=[C:5]([N+:9]([O-:11])=[O:10])[CH:4]=1.[F:12][C:13]1[CH:18]=[C:17]([F:19])[C:16]([F:20])=[CH:15][C:14]=1[C:21]1[CH:26]=[CH:25][C:24]([OH:27])=[CH:23][CH:22]=1.C(=O)([O-])[O-].[K+].[K+].FC1C=C(F)C=CC=1C1C=CC(OCC2C=CC=C([N+]([O-])=O)C=2)=CC=1. (7) Reactant: [CH2:1]([N:3]1[C:12]2[C:7](=[CH:8][C:9]([N+:13]([O-])=O)=[CH:10][CH:11]=2)[C:6](=[O:16])[N:5]([CH2:17][CH2:18][O:19][CH3:20])[C:4]1=[O:21])[CH3:2].[H][H]. Product: [NH2:13][C:9]1[CH:8]=[C:7]2[C:12](=[CH:11][CH:10]=1)[N:3]([CH2:1][CH3:2])[C:4](=[O:21])[N:5]([CH2:17][CH2:18][O:19][CH3:20])[C:6]2=[O:16]. The catalyst class is: 78.